From a dataset of Forward reaction prediction with 1.9M reactions from USPTO patents (1976-2016). Predict the product of the given reaction. (1) Given the reactants [NH2:1][C:2]1[CH:3]=[C:4]([NH:9][C:10]2[CH:11]=[C:12]([N:21]([CH2:28][C:29]3[CH:34]=[CH:33][C:32]([O:35][CH3:36])=[CH:31][CH:30]=3)[C:22]3[CH:27]=[CH:26][CH:25]=[CH:24][N:23]=3)[C:13]3[N:14]([C:16]([C:19]#[N:20])=[CH:17][N:18]=3)[N:15]=2)[CH:5]=[CH:6][C:7]=1[F:8].CCN(C(C)C)C(C)C.Cl[C:47]([O:49][CH3:50])=[O:48], predict the reaction product. The product is: [C:19]([C:16]1[N:14]2[N:15]=[C:10]([NH:9][C:4]3[CH:5]=[CH:6][C:7]([F:8])=[C:2]([NH:1][C:47](=[O:48])[O:49][CH3:50])[CH:3]=3)[CH:11]=[C:12]([N:21]([CH2:28][C:29]3[CH:30]=[CH:31][C:32]([O:35][CH3:36])=[CH:33][CH:34]=3)[C:22]3[CH:27]=[CH:26][CH:25]=[CH:24][N:23]=3)[C:13]2=[N:18][CH:17]=1)#[N:20]. (2) Given the reactants [Cl:1][C:2]1[N:10]=[C:9]2[C:5]([N:6]=[CH:7][N:8]2[CH:11]([CH3:14])[CH2:12][CH3:13])=[C:4]([NH:15][CH2:16][C:17]2[CH:22]=[CH:21][CH:20]=[C:19]([I:23])[CH:18]=2)[N:3]=1.[NH2:24][C@H:25]1[CH2:30][CH2:29][C@H:28]([NH2:31])[CH2:27][CH2:26]1, predict the reaction product. The product is: [ClH:1].[ClH:1].[NH2:24][CH:25]1[CH2:30][CH2:29][CH:28]([NH:31][C:2]2[N:10]=[C:9]3[C:5]([N:6]=[CH:7][N:8]3[CH:11]([CH3:14])[CH2:12][CH3:13])=[C:4]([NH:15][CH2:16][C:17]3[CH:22]=[CH:21][CH:20]=[C:19]([I:23])[CH:18]=3)[N:3]=2)[CH2:27][CH2:26]1. (3) Given the reactants [CH2:1]([O:3][C:4](=[O:32])[CH2:5][CH2:6][C:7]1[CH:12]=[CH:11][C:10]([O:13][CH2:14][C:15]2[S:16][C:17]([C:22](C)(C)[O:23][SiH2]C(C)(C)C)=[C:18]([O:20][CH3:21])[CH:19]=2)=[CH:9][C:8]=1[F:31])[CH3:2].[F-].C([N+](CCCC)(CCCC)CCCC)CCC, predict the reaction product. The product is: [F:31][C:8]1[CH:9]=[C:10]([O:13][CH2:14][C:15]2[S:16][C:17]([CH2:22][OH:23])=[C:18]([O:20][CH3:21])[CH:19]=2)[CH:11]=[CH:12][C:7]=1[CH2:6][CH2:5][C:4]([O:3][CH2:1][CH3:2])=[O:32]. (4) Given the reactants [Cl:1][C:2]1[CH:7]=[C:6]([Cl:8])[CH:5]=[CH:4][C:3]=1[C:9]1([OH:38])[C:17]2[C:12](=[CH:13][C:14]([C:22]3[O:23][CH:24]=[CH:25][N:26]=3)=[CH:15][C:16]=2[C:18]([F:21])([F:20])[F:19])[N:11]([CH2:27][C@H:28]2[CH2:31][C@H:30]([N:32]([CH2:35][CH3:36])[CH2:33][CH3:34])[CH2:29]2)[C:10]1=[O:37].Cl, predict the reaction product. The product is: [ClH:1].[Cl:1][C:2]1[CH:7]=[C:6]([Cl:8])[CH:5]=[CH:4][C:3]=1[C:9]1([OH:38])[C:17]2[C:12](=[CH:13][C:14]([C:22]3[O:23][CH:24]=[CH:25][N:26]=3)=[CH:15][C:16]=2[C:18]([F:19])([F:20])[F:21])[N:11]([CH2:27][C@H:28]2[CH2:29][C@H:30]([N:32]([CH2:33][CH3:34])[CH2:35][CH3:36])[CH2:31]2)[C:10]1=[O:37]. (5) Given the reactants [Cl:1][C:2]1[NH:6][C:5]([CH3:7])=[N:4][C:3]=1[C:8]1[CH:9]=[C:10]([CH:15]=[CH:16][C:17]=1[CH3:18])[C:11]([O:13]C)=[O:12].[OH-].[Na+], predict the reaction product. The product is: [Cl:1][C:2]1[NH:6][C:5]([CH3:7])=[N:4][C:3]=1[C:8]1[CH:9]=[C:10]([CH:15]=[CH:16][C:17]=1[CH3:18])[C:11]([OH:13])=[O:12]. (6) Given the reactants I[C:2]1[C:6]([C:7]2[CH:12]=[CH:11][N:10]=[C:9]([NH:13][CH2:14][C@@H:15]([OH:17])[CH3:16])[N:8]=2)=[CH:5][N:4]([CH:18]([CH3:20])[CH3:19])[N:3]=1.[NH:21]1[C:25]2=[N:26][CH:27]=[C:28](B(O)O)[CH:29]=[C:24]2[CH:23]=[CH:22]1.C([O-])([O-])=O.[Na+].[Na+], predict the reaction product. The product is: [CH:18]([N:4]1[CH:5]=[C:6]([C:7]2[CH:12]=[CH:11][N:10]=[C:9]([NH:13][CH2:14][C@@H:15]([OH:17])[CH3:16])[N:8]=2)[C:2]([C:28]2[CH:29]=[C:24]3[CH:23]=[CH:22][NH:21][C:25]3=[N:26][CH:27]=2)=[N:3]1)([CH3:20])[CH3:19].